Task: Predict which catalyst facilitates the given reaction.. Dataset: Catalyst prediction with 721,799 reactions and 888 catalyst types from USPTO (1) Product: [CH2:1]([O:3][C:4](=[O:12])[C:5]([C:10]#[N:11])([CH2:16][C:17]1[CH:22]=[C:21]([O:23][C:24]2[CH:29]=[CH:28][CH:27]=[CH:26][CH:25]=2)[CH:20]=[CH:19][C:18]=1[N+:30]([O-:32])=[O:31])[CH2:6][CH2:7][CH:8]=[CH2:9])[CH3:2]. Reactant: [CH2:1]([O:3][C:4](=[O:12])[CH:5]([C:10]#[N:11])[CH2:6][CH2:7][CH:8]=[CH2:9])[CH3:2].[H-].[Na+].Cl[CH2:16][C:17]1[CH:22]=[C:21]([O:23][C:24]2[CH:29]=[CH:28][CH:27]=[CH:26][CH:25]=2)[CH:20]=[CH:19][C:18]=1[N+:30]([O-:32])=[O:31]. The catalyst class is: 3. (2) Reactant: [C:1]([O:5][C:6]([N:8]1[C:16]2[C:11](=[CH:12][CH:13]=[C:14]([CH2:17][O:18][Si](C(C)(C)C)(C)C)[CH:15]=2)[CH:10]=[C:9]1[C:26]1[CH:31]=[C:30]([C:32]2[CH:37]=[C:36]([CH3:38])[C:35]([OH:39])=[C:34]([CH3:40])[CH:33]=2)[N:29]=[N:28][C:27]=1[O:41][CH3:42])=[O:7])([CH3:4])([CH3:3])[CH3:2].O.O.O.[F-].C([N+](CCCC)(CCCC)CCCC)CCC. Product: [C:1]([O:5][C:6]([N:8]1[C:16]2[C:11](=[CH:12][CH:13]=[C:14]([CH2:17][OH:18])[CH:15]=2)[CH:10]=[C:9]1[C:26]1[CH:31]=[C:30]([C:32]2[CH:33]=[C:34]([CH3:40])[C:35]([OH:39])=[C:36]([CH3:38])[CH:37]=2)[N:29]=[N:28][C:27]=1[O:41][CH3:42])=[O:7])([CH3:4])([CH3:3])[CH3:2]. The catalyst class is: 49. (3) Reactant: [Br:1][C:2]1[CH:3]=[C:4]2[C:9](=[CH:10][C:11]=1[O:12][CH2:13][C:14]1[CH:19]=[CH:18][C:17]([S:20]([CH3:28])(=[N:22]C(OCC)=O)=[O:21])=[CH:16][CH:15]=1)[N:8]=[CH:7][N:6]=[C:5]2[NH:29][CH:30]([CH3:32])[CH3:31].[O-]CC.[Na+].C(=O)([O-])[O-].[Na+].[Na+]. Product: [Br:1][C:2]1[CH:3]=[C:4]2[C:9](=[CH:10][C:11]=1[O:12][CH2:13][C:14]1[CH:15]=[CH:16][C:17]([S:20]([CH3:28])(=[NH:22])=[O:21])=[CH:18][CH:19]=1)[N:8]=[CH:7][N:6]=[C:5]2[NH:29][CH:30]([CH3:32])[CH3:31]. The catalyst class is: 8. (4) Reactant: [NH:1]1[C:5]2=[CH:6][N:7]=[CH:8][CH:9]=[C:4]2[CH:3]=[C:2]1[CH:10]=[O:11].[CH3:12][Mg]Cl. Product: [NH:1]1[C:5]2=[CH:6][N:7]=[CH:8][CH:9]=[C:4]2[CH:3]=[C:2]1[CH:10]([OH:11])[CH3:12]. The catalyst class is: 1. (5) Reactant: C([O-])([O-])=O.[K+].[K+].Br.[CH3:8][N:9]1[CH2:14][CH2:13][CH:12]=[C:11]([C:15]([O:17][CH3:18])=[O:16])[CH2:10]1. Product: [CH3:8][N:9]1[CH2:14][CH2:13][CH:12]=[C:11]([C:15]([O:17][CH3:18])=[O:16])[CH2:10]1. The catalyst class is: 232. (6) Reactant: Cl[C:2]1[C:11]2[C:6](=[CH:7][CH:8]=[C:9]([CH3:12])[CH:10]=2)[N:5]=[C:4]([N:13]2[CH2:19][C:18]3[CH:20]=[CH:21][CH:22]=[CH:23][C:17]=3[S:16](=[O:25])(=[O:24])[CH2:15][CH2:14]2)[CH:3]=1.CC1(C)[O:31][CH:30]([CH2:32][NH2:33])[CH2:29][O:28]1.Cl. Product: [O:24]=[S:16]1(=[O:25])[C:17]2[CH:23]=[CH:22][CH:21]=[CH:20][C:18]=2[CH2:19][N:13]([C:4]2[CH:3]=[C:2]([NH:33][CH2:32][CH:30]([OH:31])[CH2:29][OH:28])[C:11]3[C:6](=[CH:7][CH:8]=[C:9]([CH3:12])[CH:10]=3)[N:5]=2)[CH2:14][CH2:15]1. The catalyst class is: 5.